Dataset: Forward reaction prediction with 1.9M reactions from USPTO patents (1976-2016). Task: Predict the product of the given reaction. Given the reactants F[C:2](F)([C:9]([F:12])([F:11])[F:10])[CH:3]=[C:4](I)[CH:5]([OH:7])[CH3:6].[OH2:14].Cl.[NH2:16]O.C(=O)([O-])[O-].[K+].[K+], predict the reaction product. The product is: [F:10][C:9]([F:12])([F:11])[C:2]1[O:14][N:16]=[C:4]([CH:5]([OH:7])[CH3:6])[CH:3]=1.